From a dataset of Reaction yield outcomes from USPTO patents with 853,638 reactions. Predict the reaction yield, written as a fraction of the theoretical maximum amount of product (1.0 means a 100% yield; for example, 0.34 means a 34% yield). (1) The reactants are C1(P(C2C=CC=CC=2)C2C=CC=CC=2)C=CC=CC=1.[N:20]([CH2:23][C:24]1[CH:25]=[N:26][CH:27]=[CH:28][C:29]=1[Cl:30])=[N+]=[N-].[OH-].[Na+].Cl. The catalyst is C1COCC1.[NH4+].[OH-].CCOCC. The product is [NH2:20][CH2:23][C:24]1[CH:25]=[N:26][CH:27]=[CH:28][C:29]=1[Cl:30]. The yield is 0.530. (2) The reactants are [BH4-].[Na+].[Br:3][C:4]1[C:5]2[CH2:11][CH:10]([CH3:12])[C:9](=O)[C:6]=2[S:7][CH:8]=1.Cl.C1(C)C=CC=CC=1. The catalyst is C1COCC1.CO.O. The product is [Br:3][C:4]1[C:5]2[CH2:11][C:10]([CH3:12])=[CH:9][C:6]=2[S:7][CH:8]=1. The yield is 0.990. (3) The reactants are [C:1]([C:3]1[CH:8]=[CH:7][CH:6]=[CH:5][C:4]=1[C:9]1[CH:14]=[CH:13][C:12]([CH2:15][C:16]2[C:17](=[O:37])[N:18]([C@H:28]3[CH2:31][C@H:30]([C:32]([O:34]CC)=O)[CH2:29]3)[C:19]3[N:20]([N:25]=[CH:26][N:27]=3)[C:21]=2[CH2:22][CH2:23][CH3:24])=[C:11]([F:38])[CH:10]=1)#[N:2].[OH-].[Na+].Cl.[CH3:42][Mg]Br. The catalyst is O1CCCC1.C(O)C. The product is [C:32]([C@H:30]1[CH2:29][C@H:28]([N:18]2[C:17](=[O:37])[C:16]([CH2:15][C:12]3[CH:13]=[CH:14][C:9]([C:4]4[C:3]([C:1]#[N:2])=[CH:8][CH:7]=[CH:6][CH:5]=4)=[CH:10][C:11]=3[F:38])=[C:21]([CH2:22][CH2:23][CH3:24])[N:20]3[N:25]=[CH:26][N:27]=[C:19]23)[CH2:31]1)(=[O:34])[CH3:42]. The yield is 0.600. (4) The reactants are BrC1C=C[C:5](NCC(OC)=O)=[N:6]C=1.[Cl:14][C:15]1[CH:23]=[C:22]2[C:18]([C:19]([CH:25]=O)=[CH:20][N:21]2[CH3:24])=[CH:17][CH:16]=1.CN1C2C(=CC=CC=2)C(C)=C1C=O. No catalyst specified. The product is [Cl:14][C:15]1[CH:23]=[C:22]2[C:18]([C:19]([CH2:25][NH:6][CH3:5])=[CH:20][N:21]2[CH3:24])=[CH:17][CH:16]=1. The yield is 0.930. (5) The reactants are [CH2:1]=[CH:2][C:3]1[CH:8]=[CH:7][CH:6]=[CH:5][CH:4]=1.[SiH3:9][O:10][SiH3:11].[F-].[CH2:26]([N+]([CH2:26][CH2:27][CH2:28][CH3:29])([CH2:26][CH2:27][CH2:28][CH3:29])[CH2:26][CH2:27][CH2:28][CH3:29])[CH2:27][CH2:28][CH3:29].[CH2:30]1COC[CH2:31]1. No catalyst specified. The product is [C:3]1([CH:2]=[CH:1][C:26]2[CH:27]=[CH:28][CH:29]=[CH:31][CH:30]=2)[CH:8]=[CH:7][CH:6]=[CH:5][CH:4]=1.[SiH3:9][O:10][SiH3:11]. The yield is 0.860. (6) The reactants are [C:1]1([O:11][CH2:12][CH:13]2[CH2:15][O:14]2)[C:10]2[C:5](=[CH:6][CH:7]=[CH:8][CH:9]=2)[CH:4]=[CH:3][CH:2]=1.[CH2:16]([N:23]1[CH2:28][CH2:27][NH:26][CH2:25][CH2:24]1)[CH2:17][CH2:18][CH2:19][CH2:20][CH2:21][CH3:22]. The catalyst is C(O)C. The product is [CH2:16]([N:23]1[CH2:24][CH2:25][N:26]([CH2:15][CH:13]([OH:14])[CH2:12][O:11][C:1]2[C:10]3[C:5](=[CH:6][CH:7]=[CH:8][CH:9]=3)[CH:4]=[CH:3][CH:2]=2)[CH2:27][CH2:28]1)[CH2:17][CH2:18][CH2:19][CH2:20][CH2:21][CH3:22]. The yield is 0.930.